Task: Predict the reaction yield, written as a fraction of the theoretical maximum amount of product (1.0 means a 100% yield; for example, 0.34 means a 34% yield).. Dataset: Reaction yield outcomes from USPTO patents with 853,638 reactions (1) The reactants are [F:1][C:2]1[CH:7]=[CH:6][C:5]([CH2:8][C:9]2[CH:18]=[C:17]3[C:12]([C:13]([OH:30])=[C:14]([C:25](OCC)=[O:26])[C:15](=[O:24])[N:16]3[CH2:19][C:20]([F:23])([F:22])[F:21])=[N:11][CH:10]=2)=[CH:4][CH:3]=1.[NH2:31][CH:32]([CH3:35])[CH2:33][OH:34]. No catalyst specified. The product is [F:1][C:2]1[CH:7]=[CH:6][C:5]([CH2:8][C:9]2[CH:18]=[C:17]3[C:12]([C:13]([OH:30])=[C:14]([C:25]([NH:31][CH:32]([CH3:35])[CH2:33][OH:34])=[O:26])[C:15](=[O:24])[N:16]3[CH2:19][C:20]([F:23])([F:22])[F:21])=[N:11][CH:10]=2)=[CH:4][CH:3]=1. The yield is 0.650. (2) The reactants are [Cl-].[Al+3].[Cl-].[Cl-].[H-].[Al+3].[Li+].[H-].[H-].[H-].[C:11]1([C:17]2[CH:22]=[C:21]([C:23]3[CH:28]=[CH:27][CH:26]=[CH:25][CH:24]=3)[N:20]=[C:19]([O:29][CH2:30][CH2:31][CH2:32][CH2:33][CH2:34][C:35]#[N:36])[CH:18]=2)[CH:16]=[CH:15][CH:14]=[CH:13][CH:12]=1. The catalyst is CCOCC. The product is [NH2:36][CH2:35][CH2:34][CH2:33][CH2:32][CH2:31][CH2:30][O:29][C:19]1[CH:18]=[C:17]([C:11]2[CH:12]=[CH:13][CH:14]=[CH:15][CH:16]=2)[CH:22]=[C:21]([C:23]2[CH:28]=[CH:27][CH:26]=[CH:25][CH:24]=2)[N:20]=1. The yield is 0.710. (3) The reactants are [N+:1]([C:4]1[CH:9]=[CH:8][CH:7]=[CH:6][C:5]=1[NH:10][C@@H:11]([CH2:16][C:17]([O:19][CH3:20])=[O:18])[C:12](OC)=[O:13])([O-])=O. The catalyst is CCO.[Pd]. The product is [O:13]=[C:12]1[NH:1][C:4]2[C:5](=[CH:6][CH:7]=[CH:8][CH:9]=2)[NH:10][C@@H:11]1[CH2:16][C:17]([O:19][CH3:20])=[O:18]. The yield is 0.980. (4) The reactants are Cl[C:2]1[C:11]([N+:12]([O-:14])=[O:13])=[CH:10][C:5]([C:6]([O:8][CH3:9])=[O:7])=[CH:4][N:3]=1.[NH:15]1[CH2:20][CH2:19][CH2:18][CH2:17][C@H:16]1[C:21]([O:23][CH3:24])=[O:22]. The catalyst is C(OCC)(=O)C. The product is [CH3:24][O:23][C:21]([C@@H:16]1[CH2:17][CH2:18][CH2:19][CH2:20][N:15]1[C:2]1[C:11]([N+:12]([O-:14])=[O:13])=[CH:10][C:5]([C:6]([O:8][CH3:9])=[O:7])=[CH:4][N:3]=1)=[O:22]. The yield is 0.980. (5) The reactants are [NH2:1][C:2]1[CH:3]=[N:4][CH:5]=[CH:6][CH:7]=1.Cl[C:9]([O:11][C:12]1[CH:17]=[CH:16][CH:15]=[CH:14][CH:13]=1)=[O:10]. No catalyst specified. The product is [N:4]1[CH:5]=[CH:6][CH:7]=[C:2]([NH:1][C:9](=[O:10])[O:11][C:12]2[CH:17]=[CH:16][CH:15]=[CH:14][CH:13]=2)[CH:3]=1. The yield is 0.620. (6) The reactants are [CH:1]([PH:3](=[O:6])[CH:4]=[CH2:5])=[CH2:2].[CH2:7]([NH2:14])[C:8]1[CH:13]=[CH:12][CH:11]=[CH:10][CH:9]=1.[CH2:15]1[CH2:19]O[CH2:17][CH2:16]1. The catalyst is O. The yield is 0.810. The product is [CH2:7]([N:14]1[CH2:5][CH2:4][P:3](=[O:6])([CH2:17][CH:16]2[CH2:19][CH2:15]2)[CH2:1][CH2:2]1)[C:8]1[CH:13]=[CH:12][CH:11]=[CH:10][CH:9]=1. (7) The reactants are [C:1]1([C:7]2[CH:20]=[CH:19][C:18]3[C:9](=[C:10]([C:27]4[CH:36]=[CH:35][C:34]5[C:29](=[CH:30][CH:31]=[CH:32][CH:33]=5)[CH:28]=4)[C:11]4[C:16]([CH:17]=3)=[CH:15][C:14]([C:21]3[CH:26]=[CH:25][CH:24]=[CH:23][CH:22]=3)=[CH:13][CH:12]=4)[CH:8]=2)[CH:6]=[CH:5][CH:4]=[CH:3][CH:2]=1.[Br:37]N1C(=O)CCC1=O.O. The catalyst is CN(C)C=O. The product is [Br:37][C:17]1[C:18]2[C:9]([C:10]([C:27]3[CH:36]=[CH:35][C:34]4[C:29](=[CH:30][CH:31]=[CH:32][CH:33]=4)[CH:28]=3)=[C:11]3[C:16]=1[CH:15]=[C:14]([C:21]1[CH:26]=[CH:25][CH:24]=[CH:23][CH:22]=1)[CH:13]=[CH:12]3)=[CH:8][C:7]([C:1]1[CH:2]=[CH:3][CH:4]=[CH:5][CH:6]=1)=[CH:20][CH:19]=2. The yield is 0.800. (8) The reactants are C(OC(=O)[NH:7][C@H:8]([C:11]1[N:20]([C:21]2[CH:26]=[CH:25][CH:24]=[CH:23][CH:22]=2)[C:19](=[O:27])[C:18]2[C:13](=[CH:14][CH:15]=[CH:16][C:17]=2[F:28])[N:12]=1)[CH2:9][CH3:10])(C)(C)C.FC(F)(F)C(O)=O. The catalyst is ClCCl. The product is [NH2:7][C@H:8]([C:11]1[N:20]([C:21]2[CH:22]=[CH:23][CH:24]=[CH:25][CH:26]=2)[C:19](=[O:27])[C:18]2[C:13](=[CH:14][CH:15]=[CH:16][C:17]=2[F:28])[N:12]=1)[CH2:9][CH3:10]. The yield is 0.880.